Dataset: Forward reaction prediction with 1.9M reactions from USPTO patents (1976-2016). Task: Predict the product of the given reaction. Given the reactants [CH:1]([C:4]1[N:5]=[C:6]([CH2:25][OH:26])[N:7]([CH2:18][C:19]2[CH:24]=[CH:23][N:22]=[CH:21][CH:20]=2)[C:8]=1[S:9][C:10]1[CH:15]=[CH:14][CH:13]=[C:12]([O:16]C)[CH:11]=1)([CH3:3])[CH3:2].B(Br)(Br)Br, predict the reaction product. The product is: [OH:26][CH2:25][C:6]1[N:7]([CH2:18][C:19]2[CH:20]=[CH:21][N:22]=[CH:23][CH:24]=2)[C:8]([S:9][C:10]2[CH:11]=[C:12]([OH:16])[CH:13]=[CH:14][CH:15]=2)=[C:4]([CH:1]([CH3:3])[CH3:2])[N:5]=1.